This data is from Full USPTO retrosynthesis dataset with 1.9M reactions from patents (1976-2016). The task is: Predict the reactants needed to synthesize the given product. The reactants are: C(OC(=O)[NH:7][C:8]([C:10]1[S:11][C:12]([S:34][CH3:35])=[C:13]([S:15]([C:18]2[CH:19]=[C:20]([C:24]3[CH:29]=[CH:28][C:27]([C:30](=[O:32])[NH2:31])=[CH:26][C:25]=3[CH3:33])[CH:21]=[CH:22][CH:23]=2)(=[O:17])=[O:16])[CH:14]=1)=[NH:9])(C)(C)C.[C:37]([OH:43])([C:39]([F:42])([F:41])[F:40])=[O:38]. Given the product [F:40][C:39]([F:42])([F:41])[C:37]([OH:43])=[O:38].[C:8]([C:10]1[S:11][C:12]([S:34][CH3:35])=[C:13]([S:15]([C:18]2[CH:19]=[C:20]([C:24]3[CH:29]=[CH:28][C:27]([C:30]([NH2:31])=[O:32])=[CH:26][C:25]=3[CH3:33])[CH:21]=[CH:22][CH:23]=2)(=[O:16])=[O:17])[CH:14]=1)(=[NH:7])[NH2:9], predict the reactants needed to synthesize it.